From a dataset of Reaction yield outcomes from USPTO patents with 853,638 reactions. Predict the reaction yield, written as a fraction of the theoretical maximum amount of product (1.0 means a 100% yield; for example, 0.34 means a 34% yield). The reactants are Cl.C(OC([N:9]1[CH:14]([C:15]2[NH:19][C:18]3[CH:20]=[C:21]([C:24]4[CH:25]=[CH:26][C:27]5[C:31]6[CH:32]=[CH:33][C:34]([C:36]7[NH:37][C:38]([CH:41]8[CH2:45][CH2:44][CH2:43][N:42]8C(OC(C)(C)C)=O)=[N:39][CH:40]=7)=[CH:35][C:30]=6[S:29][C:28]=5[CH:53]=4)[CH:22]=[CH:23][C:17]=3[N:16]=2)[CH:13]2[CH2:54][CH:10]1[CH2:11][CH2:12]2)=O)(C)(C)C.[CH3:55][O:56][C:57]([NH:59][CH:60]([CH:64]([CH3:66])[CH3:65])[C:61](O)=[O:62])=[O:58].C[N:68]1[CH2:73][CH2:72][O:71]CC1.CN(C(ON1N=N[C:84]2[CH:85]=CC=N[C:83]1=2)=[N+](C)C)C.F[P-](F)(F)(F)(F)F.[C:98]([O:101][CH2:102]C)(=[O:100])C. The catalyst is O1CCOCC1.C(Cl)Cl. The product is [CH3:102][O:101][C:98](=[O:100])[NH:68][CH:73]([C:72]([N:42]1[CH2:43][CH2:44][CH2:45][CH:41]1[C:38]1[NH:37][C:36]([C:34]2[CH:33]=[CH:32][C:31]3[C:27]4[CH:26]=[CH:25][C:24]([C:21]5[CH:22]=[CH:23][C:17]6[N:16]=[C:15]([CH:14]7[CH:13]8[CH2:54][CH:10]([CH2:11][CH2:12]8)[N:9]7[C:61](=[O:62])[CH:60]([NH:59][C:57]([O:56][CH3:55])=[O:58])[CH:64]([CH3:66])[CH3:65])[NH:19][C:18]=6[CH:20]=5)=[CH:53][C:28]=4[S:29][C:30]=3[CH:35]=2)=[CH:40][N:39]=1)=[O:71])[CH:84]([CH3:85])[CH3:83]. The yield is 0.590.